Dataset: Reaction yield outcomes from USPTO patents with 853,638 reactions. Task: Predict the reaction yield, written as a fraction of the theoretical maximum amount of product (1.0 means a 100% yield; for example, 0.34 means a 34% yield). (1) The reactants are [N+:1]([C:4]1[C:14]([N+:15]([O-:17])=[O:16])=[CH:13][C:12]2[CH:11]3[CH2:18][CH:7]([CH2:8][NH:9][CH2:10]3)[C:6]=2[CH:5]=1)([O-:3])=[O:2].C([O-])([O-])=O.[Na+].[Na+].[C:25]([O:29][C:30](O[C:30]([O:29][C:25]([CH3:28])([CH3:27])[CH3:26])=[O:31])=[O:31])([CH3:28])([CH3:27])[CH3:26].O. The catalyst is O1CCOCC1. The product is [C:25]([O:29][C:30]([N:9]1[CH2:8][CH:7]2[CH2:18][CH:11]([C:12]3[CH:13]=[C:14]([N+:15]([O-:17])=[O:16])[C:4]([N+:1]([O-:3])=[O:2])=[CH:5][C:6]=32)[CH2:10]1)=[O:31])([CH3:28])([CH3:27])[CH3:26]. The yield is 0.710. (2) The yield is 0.510. The catalyst is CN(C)C=O. The reactants are [Br:1][C:2]1[CH:10]=[CH:9][C:5]([C:6]([OH:8])=O)=[C:4]([NH:11][C:12]([O:14][C:15]([CH3:18])([CH3:17])[CH3:16])=[O:13])[CH:3]=1.C(N=C=NCCCN(C)C)C.C1C=CC2N(O)N=NC=2C=1.[F:40][C:41]([F:51])([F:50])[O:42][C:43]1[CH:49]=[CH:48][C:46]([NH2:47])=[CH:45][CH:44]=1. The product is [C:15]([O:14][C:12](=[O:13])[NH:11][C:4]1[CH:3]=[C:2]([Br:1])[CH:10]=[CH:9][C:5]=1[C:6](=[O:8])[NH:47][C:46]1[CH:48]=[CH:49][C:43]([O:42][C:41]([F:40])([F:50])[F:51])=[CH:44][CH:45]=1)([CH3:18])([CH3:17])[CH3:16]. (3) The reactants are [C:1]1([C:7]2[CH:12]=[C:11]([C:13]3(O)[CH2:18][CH2:17][O:16][CH2:15][CH2:14]3)[CH:10]=[CH:9][C:8]=2[NH:20][C:21]([C:23]2[NH:24][C:25]([C:28]#[N:29])=[CH:26][N:27]=2)=[O:22])[CH2:6][CH2:5][CH2:4][CH2:3][CH:2]=1.[CH3:30][S:31]([O-:33])=[O:32].[Na+].C(O)(C(F)(F)F)=O. The catalyst is CO. The product is [C:1]1([C:7]2[CH:12]=[C:11]([C:13]3([S:31]([CH3:30])(=[O:33])=[O:32])[CH2:18][CH2:17][O:16][CH2:15][CH2:14]3)[CH:10]=[CH:9][C:8]=2[NH:20][C:21]([C:23]2[NH:24][C:25]([C:28]#[N:29])=[CH:26][N:27]=2)=[O:22])[CH2:6][CH2:5][CH2:4][CH2:3][CH:2]=1. The yield is 0.210. (4) The reactants are [IH:1].[CH3:2]/[C:3](/[CH2:12][CH2:13][CH:14]=[C:15]([CH3:17])[CH3:16])=[CH:4]\[CH2:5][CH2:6][C:7]([CH:9]1[CH2:11][CH2:10]1)=[CH2:8].[O-]S([O-])=O.[Na+].[Na+].C(OCC)(=O)C. The catalyst is C(#N)C. The product is [I:1][CH2:11][CH2:10]/[CH:9]=[C:7](\[CH3:8])/[CH2:6][CH2:5][CH:4]=[C:3]([CH3:2])[CH2:12][CH2:13][CH:14]=[C:15]([CH3:17])[CH3:16]. The yield is 0.910. (5) The reactants are [F:1][C:2]1[CH:3]=[C:4]([CH:7]=[C:8]([NH:10][CH2:11][C:12]2[CH:17]=[CH:16][C:15]([O:18][CH3:19])=[CH:14][CH:13]=2)[CH:9]=1)[CH:5]=[O:6].[BH4-].[Na+]. The catalyst is C(O)C.CO.[Cl-].[NH4+]. The product is [F:1][C:2]1[CH:3]=[C:4]([CH2:5][OH:6])[CH:7]=[C:8]([NH:10][CH2:11][C:12]2[CH:13]=[CH:14][C:15]([O:18][CH3:19])=[CH:16][CH:17]=2)[CH:9]=1. The yield is 0.390. (6) The product is [Cl:13][C:10]1[CH:11]=[CH:12][C:7]([CH:3]([O:2][CH3:1])[CH2:4][CH2:5][N:28]2[CH2:29][CH2:30][CH:25]([C:21]3[CH:20]=[C:19]([NH:18][C:16](=[O:17])[CH:15]([CH3:14])[CH3:31])[CH:24]=[CH:23][CH:22]=3)[CH2:26][CH2:27]2)=[CH:8][CH:9]=1. The catalyst is [I-].C([N+](CCCC)(CCCC)CCCC)CCC.O1CCOCC1. The yield is 0.738. The reactants are [CH3:1][O:2][CH:3]([C:7]1[CH:12]=[CH:11][C:10]([Cl:13])=[CH:9][CH:8]=1)[CH2:4][CH2:5]Cl.[CH3:14][CH:15]([CH3:31])[C:16]([NH:18][C:19]1[CH:24]=[CH:23][CH:22]=[C:21]([CH:25]2[CH2:30][CH2:29][NH:28][CH2:27][CH2:26]2)[CH:20]=1)=[O:17].C(N(C(C)C)CC)(C)C.